This data is from Full USPTO retrosynthesis dataset with 1.9M reactions from patents (1976-2016). The task is: Predict the reactants needed to synthesize the given product. Given the product [CH:1]1([C@@H:4]([C:23]2[CH:28]=[CH:27][C:26]([C:68]3[N:69]=[N:70][C:71]([CH3:74])=[CH:72][CH:73]=3)=[CH:25][CH:24]=2)[N:5]2[CH2:10][CH2:9][C@:8]([CH2:17][C:18]([OH:21])([CH3:20])[CH3:19])([C:11]3[CH:12]=[CH:13][CH:14]=[CH:15][CH:16]=3)[O:7][C:6]2=[O:22])[CH2:2][CH2:3]1, predict the reactants needed to synthesize it. The reactants are: [CH:1]1([C@@H:4]([C:23]2[CH:28]=[CH:27][C:26](B3OC(C)(C)C(C)(C)O3)=[CH:25][CH:24]=2)[N:5]2[CH2:10][CH2:9][C@:8]([CH2:17][C:18]([OH:21])([CH3:20])[CH3:19])([C:11]3[CH:16]=[CH:15][CH:14]=[CH:13][CH:12]=3)[O:7][C:6]2=[O:22])[CH2:3][CH2:2]1.BrC1C=CC([C@H](C2CC2)N2CC[C@](CC(O)(C)C)(C3C=CC=CC=3)OC2=O)=CC=1.Cl[C:68]1[N:69]=[N:70][C:71]([CH3:74])=[CH:72][CH:73]=1.